This data is from Full USPTO retrosynthesis dataset with 1.9M reactions from patents (1976-2016). The task is: Predict the reactants needed to synthesize the given product. Given the product [CH3:32][O:22][C:21](=[O:23])[CH:20]([C:10]1[C:11]([C:16]([CH3:18])([CH3:17])[CH3:19])=[CH:12][C:13]([OH:15])=[CH:14][C:9]=1[N:7]1[N:6]=[C:5]2[CH:25]=[CH:26][C:2]([Cl:1])=[CH:3][C:4]2=[N:8]1)[CH3:24], predict the reactants needed to synthesize it. The reactants are: [Cl:1][C:2]1[CH:26]=[CH:25][C:5]2=[N:6][N:7]([C:9]3[CH:14]=[C:13]([OH:15])[CH:12]=[C:11]([C:16]([CH3:19])([CH3:18])[CH3:17])[C:10]=3[CH:20]([CH3:24])[C:21]([OH:23])=[O:22])[N:8]=[C:4]2[CH:3]=1.S(=O)(=O)(O)O.[CH3:32]O.